This data is from NCI-60 drug combinations with 297,098 pairs across 59 cell lines. The task is: Regression. Given two drug SMILES strings and cell line genomic features, predict the synergy score measuring deviation from expected non-interaction effect. Cell line: M14. Drug 1: CCC1=CC2CC(C3=C(CN(C2)C1)C4=CC=CC=C4N3)(C5=C(C=C6C(=C5)C78CCN9C7C(C=CC9)(C(C(C8N6C)(C(=O)OC)O)OC(=O)C)CC)OC)C(=O)OC.C(C(C(=O)O)O)(C(=O)O)O. Drug 2: CC1=C(C=C(C=C1)C(=O)NC2=CC(=CC(=C2)C(F)(F)F)N3C=C(N=C3)C)NC4=NC=CC(=N4)C5=CN=CC=C5. Synergy scores: CSS=24.8, Synergy_ZIP=5.59, Synergy_Bliss=7.78, Synergy_Loewe=-17.1, Synergy_HSA=6.65.